From a dataset of Catalyst prediction with 721,799 reactions and 888 catalyst types from USPTO. Predict which catalyst facilitates the given reaction. (1) Reactant: [CH3:1][O:2][C:3]1[C:4]([NH2:9])=[CH:5][CH:6]=[CH:7][CH:8]=1.C([O:12][CH:13]=[C:14]([C:20](OCC)=O)[C:15]([O:17][CH2:18][CH3:19])=[O:16])C.O. Product: [CH2:18]([O:17][C:15]([C:14]1[C:13](=[O:12])[C:5]2[C:4](=[C:3]([O:2][CH3:1])[CH:8]=[CH:7][CH:6]=2)[NH:9][CH:20]=1)=[O:16])[CH3:19]. The catalyst class is: 400. (2) Reactant: [OH-].[Li+].[CH3:3][O:4][C:5]1[CH:6]=[C:7]([CH:10]=[CH:11][C:12]=1[N:13]1[CH:17]=[C:16]([CH3:18])[N:15]=[CH:14]1)[CH:8]=O.C(OP([CH:27]1[CH2:35][CH2:34][C@@H:33]2[N:29]([C@H:30]([C:36]3[CH:41]=[CH:40][CH:39]=[C:38]([Cl:42])[CH:37]=3)[CH2:31][CH2:32]2)[C:28]1=[O:43])(=O)OCC)C.C(O)C. Product: [Cl:42][C:38]1[CH:37]=[C:36]([C@H:30]2[N:29]3[C@@H:33]([CH2:34][CH2:35]/[C:27](=[CH:8]\[C:7]4[CH:10]=[CH:11][C:12]([N:13]5[CH:17]=[C:16]([CH3:18])[N:15]=[CH:14]5)=[C:5]([O:4][CH3:3])[CH:6]=4)/[C:28]3=[O:43])[CH2:32][CH2:31]2)[CH:41]=[CH:40][CH:39]=1. The catalyst class is: 7. (3) Reactant: Br[C:2]1[CH:3]=[C:4]([C:8]([NH:10][C@@H:11]([CH2:21][C:22]2[CH:27]=[CH:26][CH:25]=[CH:24][C:23]=2[C:28]([F:31])([F:30])[F:29])[CH2:12][NH:13][C:14](=[O:20])[O:15][C:16]([CH3:19])([CH3:18])[CH3:17])=[O:9])[S:5][C:6]=1[Cl:7].C([O-])([O-])=O.[K+].[K+].CC1(C)COB([C:45]2[N:49]([CH3:50])[N:48]=[CH:47][CH:46]=2)OC1. Product: [Cl:7][C:6]1[S:5][C:4]([C:8]([NH:10][C@@H:11]([CH2:21][C:22]2[CH:27]=[CH:26][CH:25]=[CH:24][C:23]=2[C:28]([F:31])([F:30])[F:29])[CH2:12][NH:13][C:14](=[O:20])[O:15][C:16]([CH3:19])([CH3:18])[CH3:17])=[O:9])=[CH:3][C:2]=1[C:45]1[N:49]([CH3:50])[N:48]=[CH:47][CH:46]=1. The catalyst class is: 70. (4) Reactant: [CH3:1][N:2]([CH3:44])[C:3]([N:5]1[CH2:10][CH2:9][CH:8]([C:11]2[CH:43]=[CH:42][C:14]([CH2:15][O:16][C:17]3[CH:22]=[CH:21][C:20]([CH3:23])=[CH:19][C:18]=3[C:24]3[N:29]=[C:28]([N:30]4[C:34]([C:35]([F:38])([F:37])[F:36])=[C:33]([C:39]([OH:41])=[O:40])[CH:32]=[N:31]4)[CH:27]=[CH:26][CH:25]=3)=[CH:13][CH:12]=2)[CH2:7][CH2:6]1)=[O:4].[OH-:45].[Li+].Cl.[O:48]1CCOCC1. Product: [C:34]([OH:48])([C:35]([F:38])([F:37])[F:36])=[O:45].[CH3:44][N:2]([CH3:1])[C:3]([N:5]1[CH2:6][CH2:7][CH:8]([C:11]2[CH:12]=[CH:13][C:14]([CH2:15][O:16][C:17]3[CH:22]=[CH:21][C:20]([CH3:23])=[CH:19][C:18]=3[C:24]3[N:29]=[C:28]([N:30]4[C:34]([C:35]([F:38])([F:37])[F:36])=[C:33]([C:39]([OH:41])=[O:40])[CH:32]=[N:31]4)[CH:27]=[CH:26][CH:25]=3)=[CH:42][CH:43]=2)[CH2:9][CH2:10]1)=[O:4]. The catalyst class is: 10. (5) Reactant: [Cl:1][C:2]1[CH:3]=[CH:4][C:5]2[N:9]=[N:8][N:7]([CH2:10][CH2:11][CH2:12][CH2:13]Cl)[C:6]=2[CH:15]=1.[F:16][C:17]([F:31])([F:30])[C:18]1[CH:19]=[C:20]([N:24]2[CH2:29][CH2:28][NH:27][CH2:26][CH2:25]2)[CH:21]=[CH:22][CH:23]=1.C(N(C(C)C)CC)(C)C.[I-].[K+]. Product: [Cl:1][C:2]1[CH:3]=[CH:4][C:5]2[N:9]=[N:8][N:7]([CH2:10][CH2:11][CH2:12][CH2:13][N:27]3[CH2:26][CH2:25][N:24]([C:20]4[CH:21]=[CH:22][CH:23]=[C:18]([C:17]([F:30])([F:31])[F:16])[CH:19]=4)[CH2:29][CH2:28]3)[C:6]=2[CH:15]=1. The catalyst class is: 10.